From a dataset of Peptide-MHC class I binding affinity with 185,985 pairs from IEDB/IMGT. Regression. Given a peptide amino acid sequence and an MHC pseudo amino acid sequence, predict their binding affinity value. This is MHC class I binding data. (1) The peptide sequence is TPEGIIPTL. The MHC is HLA-A69:01 with pseudo-sequence HLA-A69:01. The binding affinity (normalized) is 0.269. (2) The peptide sequence is TLMNVITLVY. The MHC is HLA-A11:01 with pseudo-sequence HLA-A11:01. The binding affinity (normalized) is 0.378. (3) The peptide sequence is TTLPALSTGL. The MHC is Patr-B0101 with pseudo-sequence Patr-B0101. The binding affinity (normalized) is 0.436. (4) The peptide sequence is ALLKHRFEI. The MHC is HLA-A02:06 with pseudo-sequence HLA-A02:06. The binding affinity (normalized) is 1.00. (5) The MHC is HLA-A03:01 with pseudo-sequence HLA-A03:01. The binding affinity (normalized) is 0.507. The peptide sequence is SVLRAVLPR. (6) The peptide sequence is KYIPYREHK. The MHC is H-2-Kd with pseudo-sequence H-2-Kd. The binding affinity (normalized) is 0.401. (7) The binding affinity (normalized) is 0.486. The MHC is HLA-A02:06 with pseudo-sequence HLA-A02:06. The peptide sequence is SIAMLKSKNI. (8) The peptide sequence is YIRFRKNHI. The MHC is HLA-B15:01 with pseudo-sequence HLA-B15:01. The binding affinity (normalized) is 0.360. (9) The peptide sequence is LYDYKENRF. The MHC is HLA-A31:01 with pseudo-sequence HLA-A31:01. The binding affinity (normalized) is 0.0847. (10) The MHC is HLA-B44:03 with pseudo-sequence HLA-B44:03. The peptide sequence is EMKTDAATL. The binding affinity (normalized) is 0.